Task: Regression. Given a peptide amino acid sequence and an MHC pseudo amino acid sequence, predict their binding affinity value. This is MHC class I binding data.. Dataset: Peptide-MHC class I binding affinity with 185,985 pairs from IEDB/IMGT (1) The peptide sequence is IKSQDNQW. The MHC is Mamu-B17 with pseudo-sequence Mamu-B17. The binding affinity (normalized) is 0.143. (2) The peptide sequence is LIDVLKTRL. The MHC is HLA-A68:02 with pseudo-sequence HLA-A68:02. The binding affinity (normalized) is 0. (3) The peptide sequence is KTTFKPNTW. The MHC is HLA-B08:01 with pseudo-sequence HLA-B08:01. The binding affinity (normalized) is 0.0847. (4) The peptide sequence is SEGATPQDL. The MHC is HLA-A30:02 with pseudo-sequence HLA-A30:02. The binding affinity (normalized) is 0. (5) The peptide sequence is SEGIFLPSEL. The MHC is HLA-B40:01 with pseudo-sequence HLA-B40:01. The binding affinity (normalized) is 0.735. (6) The peptide sequence is NFFHASLAY. The MHC is HLA-A02:01 with pseudo-sequence HLA-A02:01. The binding affinity (normalized) is 0.0847.